From a dataset of NCI-60 drug combinations with 297,098 pairs across 59 cell lines. Regression. Given two drug SMILES strings and cell line genomic features, predict the synergy score measuring deviation from expected non-interaction effect. (1) Drug 1: COC1=C(C=C2C(=C1)N=CN=C2NC3=CC(=C(C=C3)F)Cl)OCCCN4CCOCC4. Drug 2: C1=CC(=CC=C1CCCC(=O)O)N(CCCl)CCCl. Cell line: TK-10. Synergy scores: CSS=38.0, Synergy_ZIP=-0.0572, Synergy_Bliss=2.55, Synergy_Loewe=0.320, Synergy_HSA=6.59. (2) Drug 1: CC1CCC2CC(C(=CC=CC=CC(CC(C(=O)C(C(C(=CC(C(=O)CC(OC(=O)C3CCCCN3C(=O)C(=O)C1(O2)O)C(C)CC4CCC(C(C4)OC)O)C)C)O)OC)C)C)C)OC. Drug 2: CC1=C(N=C(N=C1N)C(CC(=O)N)NCC(C(=O)N)N)C(=O)NC(C(C2=CN=CN2)OC3C(C(C(C(O3)CO)O)O)OC4C(C(C(C(O4)CO)O)OC(=O)N)O)C(=O)NC(C)C(C(C)C(=O)NC(C(C)O)C(=O)NCCC5=NC(=CS5)C6=NC(=CS6)C(=O)NCCC[S+](C)C)O. Cell line: NCI-H226. Synergy scores: CSS=23.5, Synergy_ZIP=-5.42, Synergy_Bliss=0.628, Synergy_Loewe=1.61, Synergy_HSA=2.72. (3) Drug 1: CCC1=C2CN3C(=CC4=C(C3=O)COC(=O)C4(CC)O)C2=NC5=C1C=C(C=C5)O. Drug 2: CC1CCCC2(C(O2)CC(NC(=O)CC(C(C(=O)C(C1O)C)(C)C)O)C(=CC3=CSC(=N3)C)C)C. Cell line: SW-620. Synergy scores: CSS=65.8, Synergy_ZIP=0.0131, Synergy_Bliss=-3.32, Synergy_Loewe=-1.60, Synergy_HSA=0.939. (4) Drug 1: C1=C(C(=O)NC(=O)N1)F. Drug 2: C(CC(=O)O)C(=O)CN.Cl. Cell line: 786-0. Synergy scores: CSS=30.6, Synergy_ZIP=1.22, Synergy_Bliss=-0.237, Synergy_Loewe=1.09, Synergy_HSA=5.27. (5) Drug 1: C1CC(=O)NC(=O)C1N2CC3=C(C2=O)C=CC=C3N. Drug 2: CC1=C(N=C(N=C1N)C(CC(=O)N)NCC(C(=O)N)N)C(=O)NC(C(C2=CN=CN2)OC3C(C(C(C(O3)CO)O)O)OC4C(C(C(C(O4)CO)O)OC(=O)N)O)C(=O)NC(C)C(C(C)C(=O)NC(C(C)O)C(=O)NCCC5=NC(=CS5)C6=NC(=CS6)C(=O)NCCC[S+](C)C)O. Cell line: SNB-75. Synergy scores: CSS=9.01, Synergy_ZIP=-0.586, Synergy_Bliss=2.31, Synergy_Loewe=3.96, Synergy_HSA=2.37.